Dataset: Full USPTO retrosynthesis dataset with 1.9M reactions from patents (1976-2016). Task: Predict the reactants needed to synthesize the given product. (1) Given the product [C:1]([O:5][C:6]([N:8]1[CH2:13][CH2:12][N:11]([C:14]2[N:22]([CH2:23][C:24]#[C:25][CH3:26])[C:21]3[C:20](=[O:27])[N:19]([CH2:44][CH2:45][O:46][CH2:47][CH3:48])[C:18](=[O:28])[N:17]([CH2:29][O:30][C:31](=[O:36])[C:32]([CH3:35])([CH3:34])[CH3:33])[C:16]=3[N:15]=2)[CH2:10][CH2:9]1)=[O:7])([CH3:4])([CH3:2])[CH3:3], predict the reactants needed to synthesize it. The reactants are: [C:1]([O:5][C:6]([N:8]1[CH2:13][CH2:12][N:11]([C:14]2[N:22]([CH2:23][C:24]#[C:25][CH3:26])[C:21]3[C:20](=[O:27])[NH:19][C:18](=[O:28])[N:17]([CH2:29][O:30][C:31](=[O:36])[C:32]([CH3:35])([CH3:34])[CH3:33])[C:16]=3[N:15]=2)[CH2:10][CH2:9]1)=[O:7])([CH3:4])([CH3:3])[CH3:2].C(=O)([O-])[O-].[K+].[K+].Br[CH2:44][CH2:45][O:46][CH2:47][CH3:48]. (2) Given the product [CH:1]1([N:6]2[C:10]3[N:11]=[C:12]([NH:15][C:16]4[CH:24]=[CH:23][C:19]([C:20]([N:39]5[CH2:40][C:33]6([CH3:32])[CH:41]([OH:42])[C:37]([CH3:43])([CH2:36][N:35]([CH3:44])[CH2:34]6)[CH2:38]5)=[O:22])=[CH:18][N:17]=4)[N:13]=[CH:14][C:9]=3[CH:8]=[C:7]2[C:25]([N:26]([CH3:28])[CH3:27])=[O:29])[CH2:5][CH2:4][CH2:3][CH2:2]1, predict the reactants needed to synthesize it. The reactants are: [CH:1]1([N:6]2[C:10]3[N:11]=[C:12]([NH:15][C:16]4[CH:24]=[CH:23][C:19]([C:20]([OH:22])=O)=[CH:18][N:17]=4)[N:13]=[CH:14][C:9]=3[CH:8]=[C:7]2[C:25](=[O:29])[N:26]([CH3:28])[CH3:27])[CH2:5][CH2:4][CH2:3][CH2:2]1.[Li+].[Cl-].[CH3:32][C:33]12[CH:41]([OH:42])[C:37]([CH3:43])([CH2:38][NH:39][CH2:40]1)[CH2:36][N:35]([CH3:44])[CH2:34]2. (3) Given the product [Br:10][C:11]1[CH:20]=[CH:19][C:14]([CH2:15][OH:16])=[CH:13][C:12]=1[CH3:21], predict the reactants needed to synthesize it. The reactants are: CC(C[AlH]CC(C)C)C.[Br:10][C:11]1[CH:20]=[CH:19][C:14]([C:15](OC)=[O:16])=[CH:13][C:12]=1[CH3:21]. (4) Given the product [Cl:25][C:22]1[CH:23]=[CH:24][C:19]([C:17]2[N:18]=[C:14]([CH:8]([O:7][C:6]3[C:5]([F:30])=[C:4]([C:28]([F:29])=[CH:27][CH:26]=3)[C:1]([NH2:2])=[O:3])[CH2:9][OH:10])[S:15][CH:16]=2)=[CH:20][CH:21]=1, predict the reactants needed to synthesize it. The reactants are: [C:1]([C:4]1[C:5]([F:30])=[C:6]([CH:26]=[CH:27][C:28]=1[F:29])[O:7][CH:8]([C:14]1[S:15][CH:16]=[C:17]([C:19]2[CH:24]=[CH:23][C:22]([Cl:25])=[CH:21][CH:20]=2)[N:18]=1)[C:9](OCC)=[O:10])(=[O:3])[NH2:2].[BH4-].[Na+].